From a dataset of Reaction yield outcomes from USPTO patents with 853,638 reactions. Predict the reaction yield, written as a fraction of the theoretical maximum amount of product (1.0 means a 100% yield; for example, 0.34 means a 34% yield). (1) The reactants are [CH3:1][C:2]([C:13]1[CH:18]=[CH:17][C:16]([N+:19]([O-])=O)=[CH:15][CH:14]=1)([CH3:12])[CH2:3][NH:4][C:5](=[O:11])[O:6][C:7]([CH3:10])([CH3:9])[CH3:8].C([O-])=O.[NH4+]. The catalyst is CCO.[Pd]. The product is [CH3:12][C:2]([C:13]1[CH:18]=[CH:17][C:16]([NH2:19])=[CH:15][CH:14]=1)([CH3:1])[CH2:3][NH:4][C:5](=[O:11])[O:6][C:7]([CH3:8])([CH3:9])[CH3:10]. The yield is 0.830. (2) The reactants are [O:1]=[C:2]1[NH:6][C:5](=[O:7])[C:4](=[CH:8][C:9]2[CH:14]=[CH:13][C:12]([C:15]3[CH:20]=[CH:19][CH:18]=[C:17]([CH2:21][C:22]([N:24]([CH3:31])[C:25]4[CH:30]=[CH:29][CH:28]=[CH:27][CH:26]=4)=[O:23])[CH:16]=3)=[CH:11][CH:10]=2)[S:3]1. The catalyst is C(OCC)(=O)C.C(O)C. The product is [O:1]=[C:2]1[NH:6][C:5](=[O:7])[CH:4]([CH2:8][C:9]2[CH:10]=[CH:11][C:12]([C:15]3[CH:20]=[CH:19][CH:18]=[C:17]([CH2:21][C:22]([N:24]([CH3:31])[C:25]4[CH:26]=[CH:27][CH:28]=[CH:29][CH:30]=4)=[O:23])[CH:16]=3)=[CH:13][CH:14]=2)[S:3]1. The yield is 0.600.